From a dataset of Full USPTO retrosynthesis dataset with 1.9M reactions from patents (1976-2016). Predict the reactants needed to synthesize the given product. (1) Given the product [Cl:1][C:2]1[N:7]=[CH:6][C:5]2[C:8]([N:15]3[CH2:20][CH2:19][O:18][CH2:17][CH2:16]3)=[CH:9][N:10]([CH:11]([CH3:13])[CH3:12])[C:4]=2[CH:3]=1, predict the reactants needed to synthesize it. The reactants are: [Cl:1][C:2]1[N:7]=[CH:6][C:5]2[C:8](I)=[CH:9][N:10]([CH:11]([CH3:13])[CH3:12])[C:4]=2[CH:3]=1.[NH:15]1[CH2:20][CH2:19][O:18][CH2:17][CH2:16]1.C1(P(C2CCCCC2)C2C=CC=CC=2C2C(C(C)C)=CC(C(C)C)=CC=2C(C)C)CCCCC1.C(=O)([O-])[O-].[Cs+].[Cs+]. (2) Given the product [O:1]1[C:8]2[CH:7]=[C:6]([C:9]([O:11][CH2:19][O:18][C:12](=[O:17])[C:13]([CH3:16])([CH3:15])[CH3:14])=[O:10])[NH:5][C:4]=2[CH:3]=[CH:2]1, predict the reactants needed to synthesize it. The reactants are: [O:1]1[C:8]2[CH:7]=[C:6]([C:9]([OH:11])=[O:10])[NH:5][C:4]=2[CH:3]=[CH:2]1.[C:12]([O:18][CH2:19]Cl)(=[O:17])[C:13]([CH3:16])([CH3:15])[CH3:14]. (3) Given the product [C:9]1([CH:7]([O:6][CH2:5][C@H:2]2[CH2:3][O:4][C:16]([NH2:15])=[N:1]2)[CH3:8])[CH:14]=[CH:13][CH:12]=[CH:11][CH:10]=1, predict the reactants needed to synthesize it. The reactants are: [NH2:1][C@@H:2]([CH2:5][O:6][CH:7]([C:9]1[CH:14]=[CH:13][CH:12]=[CH:11][CH:10]=1)[CH3:8])[CH2:3][OH:4].[N:15]#[C:16]Br. (4) Given the product [C:19]12([CH:29]([OH:32])[CH2:30][NH:31][C:14]3[C:15]4[CH2:16][CH2:17][N:8]([CH2:1][C:2]5[CH:7]=[CH:6][CH:5]=[CH:4][CH:3]=5)[CH2:9][C:10]=4[N:11]=[CH:12][N:13]=3)[CH2:28][CH:23]3[CH2:24][CH:25]([CH2:27][CH:21]([CH2:22]3)[CH2:20]1)[CH2:26]2, predict the reactants needed to synthesize it. The reactants are: [CH2:1]([N:8]1[CH2:17][CH2:16][C:15]2[C:14](Cl)=[N:13][CH:12]=[N:11][C:10]=2[CH2:9]1)[C:2]1[CH:7]=[CH:6][CH:5]=[CH:4][CH:3]=1.[C:19]12([CH:29]([OH:32])[CH2:30][NH2:31])[CH2:28][CH:23]3[CH2:24][CH:25]([CH2:27][CH:21]([CH2:22]3)[CH2:20]1)[CH2:26]2.C(N(CC)C(C)C)(C)C.C(#N)C.C(=O)(O)[O-].[Na+].